Dataset: Peptide-MHC class I binding affinity with 185,985 pairs from IEDB/IMGT. Task: Regression. Given a peptide amino acid sequence and an MHC pseudo amino acid sequence, predict their binding affinity value. This is MHC class I binding data. (1) The peptide sequence is TLSRHIFMA. The MHC is HLA-A02:01 with pseudo-sequence HLA-A02:01. The binding affinity (normalized) is 0.832. (2) The peptide sequence is PPPPLQHPI. The MHC is HLA-B51:01 with pseudo-sequence HLA-B51:01. The binding affinity (normalized) is 0.213. (3) The peptide sequence is LLHQSSDKFV. The MHC is HLA-A02:06 with pseudo-sequence HLA-A02:06. The binding affinity (normalized) is 0.121. (4) The peptide sequence is RLTGREGAV. The MHC is HLA-A11:01 with pseudo-sequence HLA-A11:01. The binding affinity (normalized) is 0.0847.